Dataset: Full USPTO retrosynthesis dataset with 1.9M reactions from patents (1976-2016). Task: Predict the reactants needed to synthesize the given product. (1) The reactants are: [NH2:1][C:2]1[C:6]2[C:7]([O:11]CC3C=CC=CC=3)=[N:8][CH:9]=[CH:10][C:5]=2[N:4]([C@@:19]2([CH2:32][C:33]#[N:34])[CH2:24][O:23][C@H:22]([C:25]([O:27][C:28]([CH3:31])([CH3:30])[CH3:29])=[O:26])[CH2:21][CH2:20]2)[N:3]=1. Given the product [NH2:1][C:2]1[C:6]2[C:7](=[O:11])[NH:8][CH:9]=[CH:10][C:5]=2[N:4]([C@@:19]2([CH2:32][C:33]#[N:34])[CH2:24][O:23][C@H:22]([C:25]([O:27][C:28]([CH3:29])([CH3:30])[CH3:31])=[O:26])[CH2:21][CH2:20]2)[N:3]=1, predict the reactants needed to synthesize it. (2) Given the product [Br:1][C:2]1[CH:7]=[C:6]([F:8])[C:5]([O:9][CH3:10])=[CH:4][C:3]=1[O:11][CH2:13][CH:14]1[CH2:16][CH2:15]1, predict the reactants needed to synthesize it. The reactants are: [Br:1][C:2]1[CH:7]=[C:6]([F:8])[C:5]([O:9][CH3:10])=[CH:4][C:3]=1[OH:11].Br[CH2:13][CH:14]1[CH2:16][CH2:15]1. (3) Given the product [Cl:1][C:2]1[CH:7]=[C:6]([O:8][C:9]2[CH:10]=[CH:11][C:12]([Cl:15])=[CH:13][CH:14]=2)[CH:5]=[CH:4][C:3]=1[C:16]([CH:24]1[CH2:26][CH2:25]1)([O:23][CH3:29])[CH2:17][N:18]1[CH:22]=[N:21][CH:20]=[N:19]1, predict the reactants needed to synthesize it. The reactants are: [Cl:1][C:2]1[CH:7]=[C:6]([O:8][C:9]2[CH:14]=[CH:13][C:12]([Cl:15])=[CH:11][CH:10]=2)[CH:5]=[CH:4][C:3]=1[C:16]([CH:24]1[CH2:26][CH2:25]1)([OH:23])[CH2:17][N:18]1[CH:22]=[N:21][CH:20]=[N:19]1.[H-].[Na+].[CH3:29]I.[Cl-].[Na+]. (4) Given the product [O:26]([CH2:25][C:23]1[CH:22]=[CH:21][C:20]([S:33][C:34]2[CH:35]=[CH:36][C:37]([OH:40])=[CH:38][CH:39]=2)=[C:19]([NH:18][C:2]2[C:3]3[C:8](=[N:7][C:6]([CH2:12][CH2:13][CH3:14])=[CH:5][CH:4]=3)[N:9]=[CH:10][CH:11]=2)[CH:24]=1)[C:27]1[CH:32]=[CH:31][CH:30]=[CH:29][CH:28]=1, predict the reactants needed to synthesize it. The reactants are: Cl[C:2]1[CH:11]=[CH:10][N:9]=[C:8]2[C:3]=1[CH:4]=[CH:5][C:6]([CH2:12][CH2:13][CH3:14])=[N:7]2.C(O)C.[NH2:18][C:19]1[CH:24]=[C:23]([CH2:25][O:26][C:27]2[CH:32]=[CH:31][CH:30]=[CH:29][CH:28]=2)[CH:22]=[CH:21][C:20]=1[S:33][C:34]1[CH:39]=[CH:38][C:37]([OH:40])=[CH:36][CH:35]=1. (5) Given the product [CH3:36][C:35]([CH3:38])([CH3:37])[CH2:34][O:33][C:31](=[O:32])[N:14]([C@@H:13]1[C@@H:9]([C:4]2[CH:5]=[CH:6][C:7]([Cl:8])=[C:2]([Cl:1])[CH:3]=2)[CH2:10][N:11]([C:16]([CH:18]2[CH2:19][CH2:20][N:21]([C:24]([C:26]3([CH3:29])[CH2:28][CH2:27]3)=[O:25])[CH2:22][CH2:23]2)=[O:17])[CH2:12]1)[CH3:15], predict the reactants needed to synthesize it. The reactants are: [Cl:1][C:2]1[CH:3]=[C:4]([C@@H:9]2[C@@H:13]([NH:14][CH3:15])[CH2:12][N:11]([C:16]([CH:18]3[CH2:23][CH2:22][N:21]([C:24]([C:26]4([CH3:29])[CH2:28][CH2:27]4)=[O:25])[CH2:20][CH2:19]3)=[O:17])[CH2:10]2)[CH:5]=[CH:6][C:7]=1[Cl:8].Cl[C:31]([O:33][CH2:34][C:35]([CH3:38])([CH3:37])[CH3:36])=[O:32]. (6) Given the product [CH3:59][N:58]([CH2:57][C:53]1[CH:52]=[C:51]([CH:56]=[CH:55][CH:54]=1)[C:50]([NH:49][C:38]1[CH:39]=[CH:40][C:41]([N:43]2[CH2:48][CH2:47][CH2:46][CH2:45][CH2:44]2)=[CH:42][C:37]=1[C:33]1[CH:32]=[C:31]([CH:36]=[CH:35][N:34]=1)[C:30]([NH:29][CH2:28][C:27]1[CH:62]=[CH:63][CH:64]=[C:25]([C:24]([F:65])([F:23])[F:66])[CH:26]=1)=[O:61])=[O:60])[C:8](=[O:10])[CH2:7][N:4]1[CH2:3][CH2:2][O:1][CH2:6][CH2:5]1, predict the reactants needed to synthesize it. The reactants are: [O:1]1[CH2:6][CH2:5][N:4]([CH2:7][C:8]([OH:10])=O)[CH2:3][CH2:2]1.CCN=C=NCCCN(C)C.Cl.[F:23][C:24]([F:66])([F:65])[C:25]1[CH:26]=[C:27]([CH:62]=[CH:63][CH:64]=1)[CH2:28][NH:29][C:30](=[O:61])[C:31]1[CH:36]=[CH:35][N:34]=[C:33]([C:37]2[CH:42]=[C:41]([N:43]3[CH2:48][CH2:47][CH2:46][CH2:45][CH2:44]3)[CH:40]=[CH:39][C:38]=2[NH:49][C:50](=[O:60])[C:51]2[CH:56]=[CH:55][CH:54]=[C:53]([CH2:57][NH:58][CH3:59])[CH:52]=2)[CH:32]=1. (7) Given the product [Cl:1][C:2]1[CH:3]=[C:4]([C:9]2([C:19]([F:22])([F:21])[F:20])[CH2:13][C:12]3[CH:14]=[C:15]([I:27])[CH:16]=[CH:17][C:11]=3[O:10]2)[CH:5]=[C:6]([Cl:8])[CH:7]=1, predict the reactants needed to synthesize it. The reactants are: [Cl:1][C:2]1[CH:3]=[C:4]([C:9]2([C:19]([F:22])([F:21])[F:20])[CH2:13][C:12]3[CH:14]=[C:15](N)[CH:16]=[CH:17][C:11]=3[O:10]2)[CH:5]=[C:6]([Cl:8])[CH:7]=1.N([O-])=O.[Na+].[I-:27].[K+]. (8) The reactants are: [O:1]1[C:5]2[CH:6]=[CH:7][C:8]([CH:10]3[C:18]4[C:13](=[CH:14][CH:15]=[CH:16][CH:17]=4)[N:12]([CH2:19][CH2:20][CH2:21][CH2:22][CH3:23])[C:11]3=[O:24])=[CH:9][C:4]=2[O:3][CH2:2]1.I[CH3:26].[H-].[Na+]. Given the product [O:1]1[C:5]2[CH:6]=[CH:7][C:8]([C:10]3([CH3:26])[C:18]4[C:13](=[CH:14][CH:15]=[CH:16][CH:17]=4)[N:12]([CH2:19][CH2:20][CH2:21][CH2:22][CH3:23])[C:11]3=[O:24])=[CH:9][C:4]=2[O:3][CH2:2]1, predict the reactants needed to synthesize it. (9) The reactants are: CC(C)([O-])C.[K+].CCOP(OCC)([CH2:12][C:13]#[N:14])=O.[C:18]([O:22][C:23](=[O:33])[NH:24][C@H:25]1[CH2:30][CH2:29][C@H:28]([CH:31]=O)[CH2:27][CH2:26]1)([CH3:21])([CH3:20])[CH3:19]. Given the product [C:18]([O:22][C:23](=[O:33])[NH:24][C@H:25]1[CH2:30][CH2:29][C@H:28]([CH:31]=[CH:12][C:13]#[N:14])[CH2:27][CH2:26]1)([CH3:21])([CH3:20])[CH3:19], predict the reactants needed to synthesize it.